Dataset: Reaction yield outcomes from USPTO patents with 853,638 reactions. Task: Predict the reaction yield, written as a fraction of the theoretical maximum amount of product (1.0 means a 100% yield; for example, 0.34 means a 34% yield). (1) The reactants are [Cl:1][C:2]1[CH:7]=[CH:6][CH:5]=[C:4]([Cl:8])[C:3]=1[C:9]1[C:13]([CH2:14][O:15][C:16]2[CH:17]=[C:18]3[C:23](=[CH:24][CH:25]=2)[CH:22]=[C:21]([C:26]2[CH:27]=[C:28]([C:32]([O:34]C)=[O:33])[CH:29]=[N:30][CH:31]=2)[CH:20]=[CH:19]3)=[C:12]([CH:36]([CH3:38])[CH3:37])[O:11][N:10]=1.[OH-].[Na+]. The catalyst is O1CCCC1.CO. The product is [Cl:8][C:4]1[CH:5]=[CH:6][CH:7]=[C:2]([Cl:1])[C:3]=1[C:9]1[C:13]([CH2:14][O:15][C:16]2[CH:17]=[C:18]3[C:23](=[CH:24][CH:25]=2)[CH:22]=[C:21]([C:26]2[CH:27]=[C:28]([C:32]([OH:34])=[O:33])[CH:29]=[N:30][CH:31]=2)[CH:20]=[CH:19]3)=[C:12]([CH:36]([CH3:38])[CH3:37])[O:11][N:10]=1. The yield is 0.810. (2) The reactants are [H-].[Na+].[OH:3][C:4]1[CH:12]=[C:11]2[C:7]([CH:8]=[CH:9][NH:10]2)=[CH:6][CH:5]=1.[NH2:13][C:14]1[N:19]=[CH:18][N:17]=[C:16](Cl)[CH:15]=1. The catalyst is CS(C)=O. The product is [NH:10]1[C:11]2[C:7](=[CH:6][CH:5]=[C:4]([O:3][C:16]3[N:17]=[CH:18][N:19]=[C:14]([NH2:13])[CH:15]=3)[CH:12]=2)[CH:8]=[CH:9]1. The yield is 0.356. (3) The reactants are [NH2:1][C@:2]([C:15]1[CH:20]=[CH:19][CH:18]=[CH:17][CH:16]=1)([CH3:14])[CH2:3][C:4]([NH:6][C:7]1[CH:8]=[C:9]([CH3:13])[CH:10]=[CH:11][CH:12]=1)=O.S(C)C. The catalyst is C1COCC1. The product is [C:15]1([C@@:2]([NH2:1])([CH3:14])[CH2:3][CH2:4][NH:6][C:7]2[CH:8]=[C:9]([CH3:13])[CH:10]=[CH:11][CH:12]=2)[CH:16]=[CH:17][CH:18]=[CH:19][CH:20]=1. The yield is 0.240. (4) The reactants are [CH2:1]([O:3][C:4](=[O:8])[CH2:5][C:6]#[N:7])[CH3:2].Cl.[CH2:10]([OH:12])[CH3:11]. No catalyst specified. The product is [CH2:1]([O:3][C:4](=[O:8])[CH2:5][C:6]([O:12][CH2:10][CH3:11])=[NH:7])[CH3:2]. The yield is 0.916.